From a dataset of Reaction yield outcomes from USPTO patents with 853,638 reactions. Predict the reaction yield, written as a fraction of the theoretical maximum amount of product (1.0 means a 100% yield; for example, 0.34 means a 34% yield). (1) The reactants are N1CCCCC1.FC(F)OC1C=CC(C=O)=CC=1OC.C(CC(N[C:28]1[CH:36]=[CH:35][CH:34]=[CH:33][C:29]=1[C:30]([OH:32])=[O:31])=O)(O)=O. The catalyst is C1(C)C=CC=CC=1. The product is [C:30]([OH:32])(=[O:31])[C:29]1[CH:33]=[CH:34][CH:35]=[CH:36][CH:28]=1. The yield is 0.710. (2) The reactants are [CH3:1][C:2]1([CH3:33])[O:6][C@H:5]2[C@H:7]([NH:12][C:13]3[N:18]4[N:19]=[C:20]([C:22]5[CH:27]=[CH:26][CH:25]=[C:24]([S:28][C:29]([F:32])([F:31])[F:30])[CH:23]=5)[CH:21]=[C:17]4[N:16]=[CH:15][CH:14]=3)[CH2:8][C@H:9]([CH2:10][OH:11])[C@H:4]2[O:3]1.C1(C)C=CC(S([O-])(=O)=O)=CC=1.[NH+]1C=CC=CC=1.[N+]12([S:59]([N-:62][C:63]([O:65][C:66]([CH3:69])([CH3:68])[CH3:67])=[O:64])(=[O:61])=[O:60])CCN(CC1)CC2.N12CCN(CC1)CC2.Cl. The catalyst is C(#N)C.O.C(OCC)(=O)C. The product is [C:66]([O:65][C:63](=[O:64])[NH:62][S:59]([O:11][CH2:10][C@@H:9]1[C@@H:4]2[C@@H:5]([O:6][C:2]([CH3:33])([CH3:1])[O:3]2)[CH:7]([NH:12][C:13]2[N:18]3[N:19]=[C:20]([C:22]4[CH:27]=[CH:26][CH:25]=[C:24]([S:28][C:29]([F:32])([F:30])[F:31])[CH:23]=4)[CH:21]=[C:17]3[N:16]=[CH:15][CH:14]=2)[CH2:8]1)(=[O:61])=[O:60])([CH3:69])([CH3:67])[CH3:68]. The yield is 0.880. (3) The reactants are N(C1C=C(C=CC=1C)C(NOC)=[O:7])N.[NH2:15][C:16]1[N:20]([C:21]2[CH:22]=[C:23]([CH:29]=[CH:30][C:31]=2[CH3:32])[C:24](NOC)=[O:25])[N:19]=[CH:18][C:17]=1[C:33](=[O:41])[C:34]1[CH:39]=[CH:38][CH:37]=[C:36](I)[CH:35]=1.C(N(CC)CC)C. The catalyst is C(O)C. The product is [NH2:15][C:16]1[N:20]([C:21]2[CH:22]=[C:23]([CH:29]=[CH:30][C:31]=2[CH3:32])[C:24]([OH:25])=[O:7])[N:19]=[CH:18][C:17]=1[C:33](=[O:41])[C:34]1[CH:39]=[CH:38][CH:37]=[CH:36][CH:35]=1. The yield is 0.250. (4) The reactants are C([O:3][C:4](=[O:49])[CH2:5][CH2:6][CH2:7][O:8][C:9]1[CH:14]=[CH:13][CH:12]=[C:11]([CH2:15][CH2:16][CH2:17][CH2:18][CH2:19][CH2:20][O:21][C:22]2[CH:27]=[C:26]([C:28]3[CH:38]=[CH:37][C:31]4[O:32][C:33]([F:36])([F:35])[O:34][C:30]=4[CH:29]=3)[CH:25]=[C:24]([C:39](=[O:41])[CH3:40])[CH:23]=2)[C:10]=1[CH2:42][CH2:43][C:44]([O:46]CC)=[O:45])C.[OH-].[Na+].Cl. The catalyst is C(O)C.O. The product is [C:39]([C:24]1[CH:23]=[C:22]([CH:27]=[C:26]([C:28]2[CH:38]=[CH:37][C:31]3[O:32][C:33]([F:35])([F:36])[O:34][C:30]=3[CH:29]=2)[CH:25]=1)[O:21][CH2:20][CH2:19][CH2:18][CH2:17][CH2:16][CH2:15][C:11]1[C:10]([CH2:42][CH2:43][C:44]([OH:46])=[O:45])=[C:9]([CH:14]=[CH:13][CH:12]=1)[O:8][CH2:7][CH2:6][CH2:5][C:4]([OH:49])=[O:3])(=[O:41])[CH3:40]. The yield is 0.500. (5) The reactants are [CH3:1][C:2]1[N:6]([CH2:7][C:8]2[C:17]3[C:12](=[CH:13][CH:14]=[CH:15][CH:16]=3)[CH:11]=[CH:10][CH:9]=2)[C:5]2[CH:18]=[C:19]([N:25]3[CH2:30][CH2:29][O:28][CH2:27][CH2:26]3)[CH:20]=[C:21]([C:22](O)=[O:23])[C:4]=2[N:3]=1.[H-].[H-].[H-].[H-].[Li+].[Al+3]. The catalyst is O1CCCC1. The product is [CH3:1][C:2]1[N:6]([CH2:7][C:8]2[C:17]3[C:12](=[CH:13][CH:14]=[CH:15][CH:16]=3)[CH:11]=[CH:10][CH:9]=2)[C:5]2[CH:18]=[C:19]([N:25]3[CH2:30][CH2:29][O:28][CH2:27][CH2:26]3)[CH:20]=[C:21]([CH2:22][OH:23])[C:4]=2[N:3]=1. The yield is 0.170. (6) The reactants are C1[O:12][C:4]2([CH2:10][CH:9]3[CH2:11][CH:5]2[CH2:6][NH:7][CH2:8]3)OC1.C(N([CH2:18][CH3:19])CC)C.Cl[C:21]([O:23][CH2:24][CH3:25])=[O:22].C(=O)(O)[O-:27].[Na+]. The catalyst is C(Cl)Cl. The product is [CH2:24]1[O:23][C:21]([N:7]2[CH2:6][CH:5]3[CH2:11][CH:9]([CH2:10][C:4]3=[O:12])[CH2:8]2)([O:27][CH2:18][CH3:19])[O:22][CH2:25]1. The yield is 0.613.